From a dataset of Catalyst prediction with 721,799 reactions and 888 catalyst types from USPTO. Predict which catalyst facilitates the given reaction. (1) Reactant: [BH4-].[Na+].[O:3]1[C:7]2([CH2:12][CH2:11][C:10](=[O:13])[CH2:9][CH2:8]2)[O:6][CH2:5][CH2:4]1.O. Product: [O:3]1[C:7]2([CH2:12][CH2:11][CH:10]([OH:13])[CH2:9][CH2:8]2)[O:6][CH2:5][CH2:4]1. The catalyst class is: 8. (2) Reactant: [Br:1][C:2]1[CH:3]=[C:4]2[C:9](=[CH:10][CH:11]=1)[NH:8][C:7](=[O:12])[CH:6]=[C:5]2[OH:13].C(O[I:18]([C:23]1[CH:28]=[CH:27][CH:26]=[CH:25][CH:24]=1)OC(=O)C)(=O)C.[F:29][C:30]([F:36])([F:35])[S:31]([OH:34])(=[O:33])=[O:32]. Product: [F:29][C:30]([F:36])([F:35])[S:31]([O-:34])(=[O:33])=[O:32].[Br:1][C:2]1[CH:3]=[C:4]2[C:9](=[CH:10][CH:11]=1)[NH:8][C:7](=[O:12])[C:6]([I+:18][C:23]1[CH:28]=[CH:27][CH:26]=[CH:25][CH:24]=1)=[C:5]2[OH:13]. The catalyst class is: 4. (3) Reactant: [OH:1][CH2:2][C:3]1[C:4]([CH3:17])=[N:5][N:6]([C:9]2[CH:16]=[CH:15][C:12]([C:13]#[N:14])=[CH:11][CH:10]=2)[C:7]=1[CH3:8].N(C(N1CCCCC1)=O)=NC(N1CCCCC1)=O.[Br:36][C:37]1[CH:42]=[CH:41][C:40](O)=[C:39]([F:44])[CH:38]=1.[Cl-].[NH4+]. Product: [Br:36][C:37]1[CH:42]=[CH:41][C:40]([O:1][CH2:2][C:3]2[C:4]([CH3:17])=[N:5][N:6]([C:9]3[CH:16]=[CH:15][C:12]([C:13]#[N:14])=[CH:11][CH:10]=3)[C:7]=2[CH3:8])=[C:39]([F:44])[CH:38]=1. The catalyst class is: 1. (4) Reactant: [Cl:1][C:2]1[CH:26]=[CH:25][CH:24]=[C:23]([N+:27]([O-])=O)[C:3]=1[C:4]([N:6]([C:10](=O)[C@@H:11]([NH:14][C:15](=[O:21])[O:16][C:17]([CH3:20])([CH3:19])[CH3:18])[CH2:12][CH3:13])[CH:7]1[CH2:9][CH2:8]1)=[O:5].C([O-])(O)=O.[Na+]. Product: [C:17]([O:16][C:15](=[O:21])[NH:14][C@H:11]([C:10]1[N:6]([CH:7]2[CH2:9][CH2:8]2)[C:4](=[O:5])[C:3]2[C:23](=[CH:24][CH:25]=[CH:26][C:2]=2[Cl:1])[N:27]=1)[CH2:12][CH3:13])([CH3:20])([CH3:19])[CH3:18]. The catalyst class is: 183. (5) The catalyst class is: 1. Product: [Br:1][C:2]1[CH:7]=[CH:6][C:5]([CH2:8][O:10][Si:28]([C:25]([CH3:27])([CH3:26])[CH3:24])([CH3:30])[CH3:29])=[C:4]([F:12])[CH:3]=1. Reactant: [Br:1][C:2]1[CH:7]=[CH:6][C:5]([C:8]([O:10]C)=O)=[C:4]([F:12])[CH:3]=1.[H-].[Al+3].[Li+].[H-].[H-].[H-].N1C=CN=C1.[CH3:24][C:25]([Si:28](Cl)([CH3:30])[CH3:29])([CH3:27])[CH3:26]. (6) Reactant: [CH2:1]([O:3][C:4](=[O:24])[CH:5]=[CH:6][C:7]1[CH:12]=[CH:11][C:10]([O:13][C:14]2[CH:19]=[C:18]([O:20][CH3:21])[CH:17]=[C:16]([F:22])[CH:15]=2)=[CH:9][C:8]=1[CH3:23])[CH3:2]. Product: [CH2:1]([O:3][C:4](=[O:24])[CH2:5][CH2:6][C:7]1[CH:12]=[CH:11][C:10]([O:13][C:14]2[CH:19]=[C:18]([O:20][CH3:21])[CH:17]=[C:16]([F:22])[CH:15]=2)=[CH:9][C:8]=1[CH3:23])[CH3:2]. The catalyst class is: 78. (7) Reactant: [N+:1]([C:4]1[C:5]([NH2:16])=[N:6][CH:7]=[CH:8][C:9]=1[C:10]1[CH:15]=[CH:14][CH:13]=[CH:12][CH:11]=1)([O-])=O. Product: [C:10]1([C:9]2[CH:8]=[CH:7][N:6]=[C:5]([NH2:16])[C:4]=2[NH2:1])[CH:11]=[CH:12][CH:13]=[CH:14][CH:15]=1. The catalyst class is: 43.